This data is from Forward reaction prediction with 1.9M reactions from USPTO patents (1976-2016). The task is: Predict the product of the given reaction. (1) Given the reactants [N:1]1[CH:6]=[CH:5][CH:4]=[CH:3][C:2]=1[C:7]1[CH:11]=[CH:10][NH:9][N:8]=1.[H-].[Na+].[CH3:14]I, predict the reaction product. The product is: [N:1]1[CH:6]=[CH:5][CH:4]=[CH:3][C:2]=1[C:7]1[CH:11]=[CH:10][N:9]([CH3:14])[N:8]=1. (2) Given the reactants [F:1][C@H:2]1[C@@H:7]([O:8][C:9]2[CH:16]=[CH:15][C:14]([C:17]3[N:22]=[C:21]([NH:23][C:24]4[CH:29]=[CH:28][C:27]([CH:30]5[CH2:35][CH2:34][N:33]([CH:36]6[CH2:39][O:38][CH2:37]6)[CH2:32][CH2:31]5)=[CH:26][CH:25]=4)[N:20]=[CH:19][N:18]=3)=[CH:13][C:10]=2[C:11]#[N:12])[CH2:6][CH2:5][NH:4][CH2:3]1.C(N(CC)C(C)C)(C)C.CN(C(ON1N=NC2C=CC=NC1=2)=[N+](C)C)C.F[P-](F)(F)(F)(F)F.[C:73](O)(=[O:76])[CH2:74][OH:75], predict the reaction product. The product is: [F:1][C@H:2]1[C@@H:7]([O:8][C:9]2[CH:16]=[CH:15][C:14]([C:17]3[N:22]=[C:21]([NH:23][C:24]4[CH:25]=[CH:26][C:27]([CH:30]5[CH2:31][CH2:32][N:33]([CH:36]6[CH2:37][O:38][CH2:39]6)[CH2:34][CH2:35]5)=[CH:28][CH:29]=4)[N:20]=[CH:19][N:18]=3)=[CH:13][C:10]=2[C:11]#[N:12])[CH2:6][CH2:5][N:4]([C:74](=[O:75])[CH2:73][OH:76])[CH2:3]1. (3) Given the reactants [OH:1][C:2]1[CH:3]=[C:4]2[C:8](=[CH:9][CH:10]=1)[NH:7][C:6]([C:11]([OH:13])=O)=[CH:5]2.F[B-](F)(F)F.N1(OC(N(C)C)=[N+](C)C)C2C=CC=CC=2N=N1.[NH:36]1[CH2:41][CH2:40][O:39][CH2:38][CH2:37]1.C(N(C(C)C)C(C)C)C, predict the reaction product. The product is: [OH:1][C:2]1[CH:3]=[C:4]2[C:8](=[CH:9][CH:10]=1)[NH:7][C:6]([C:11]([N:36]1[CH2:41][CH2:40][O:39][CH2:38][CH2:37]1)=[O:13])=[CH:5]2. (4) Given the reactants CC([Si](C)(C)[O:6][CH2:7][C@@:8]1([C:28]([N:30]([CH3:32])[CH3:31])=[O:29])[CH2:12][CH2:11][C@H:10]([C:13]2[CH:18]=[CH:17][C:16]([O:19][CH2:20][C:21]3[CH:26]=[CH:25][CH:24]=[CH:23][C:22]=3[F:27])=[CH:15][CH:14]=2)[NH:9]1)(C)C, predict the reaction product. The product is: [F:27][C:22]1[CH:23]=[CH:24][CH:25]=[CH:26][C:21]=1[CH2:20][O:19][C:16]1[CH:17]=[CH:18][C:13]([C@@H:10]2[NH:9][C@:8]([CH2:7][OH:6])([C:28]([N:30]([CH3:31])[CH3:32])=[O:29])[CH2:12][CH2:11]2)=[CH:14][CH:15]=1. (5) Given the reactants [CH:1]1([CH2:4][CH2:5][NH:6][C:7]([C:9]2[N:10]=[N:11][C:12]([N:15]3[CH2:20][CH2:19][CH:18]([NH:21][C:22]4[CH:27]=[CH:26][CH:25]=[CH:24][C:23]=4[C:28]([F:31])([F:30])[F:29])[CH2:17][CH2:16]3)=[CH:13][CH:14]=2)=[O:8])[CH2:3][CH2:2]1.[ClH:32].CCOCC, predict the reaction product. The product is: [ClH:32].[CH:1]1([CH2:4][CH2:5][NH:6][C:7]([C:9]2[N:10]=[N:11][C:12]([N:15]3[CH2:20][CH2:19][CH:18]([NH:21][C:22]4[CH:27]=[CH:26][CH:25]=[CH:24][C:23]=4[C:28]([F:29])([F:30])[F:31])[CH2:17][CH2:16]3)=[CH:13][CH:14]=2)=[O:8])[CH2:3][CH2:2]1. (6) Given the reactants [OH:1][C:2]1[CH:3]=[C:4]([CH2:8][C@H:9]([NH:22][C:23](=[O:29])[O:24][C:25]([CH3:28])([CH3:27])[CH3:26])[C:10]([N:12]([C:14]2[CH:19]=[CH:18][C:17]([O:20][CH3:21])=[CH:16][CH:15]=2)[CH3:13])=[O:11])[CH:5]=[CH:6][CH:7]=1.Br[CH2:31][CH:32]=[CH:33][CH3:34].C([O-])([O-])=O.[Cs+].[Cs+], predict the reaction product. The product is: [CH2:34]([O:1][C:2]1[CH:3]=[C:4]([CH2:8][C@H:9]([NH:22][C:23](=[O:29])[O:24][C:25]([CH3:26])([CH3:28])[CH3:27])[C:10]([N:12]([C:14]2[CH:15]=[CH:16][C:17]([O:20][CH3:21])=[CH:18][CH:19]=2)[CH3:13])=[O:11])[CH:5]=[CH:6][CH:7]=1)[CH2:33][CH:32]=[CH2:31]. (7) Given the reactants [F:1][C:2]1[CH:7]=[CH:6][C:5]([C:8]2[N:12]([S:13]([C:16]3[CH:21]=[CH:20][C:19]([C:22]([F:25])([F:24])[F:23])=[CH:18][CH:17]=3)(=[O:15])=[O:14])[CH:11]=[C:10]([CH:26]=O)[CH:9]=2)=[CH:4][CH:3]=1.[Cl-].C[NH3+].[C:31]([BH3-])#[N:32].[Na+], predict the reaction product. The product is: [F:1][C:2]1[CH:7]=[CH:6][C:5]([C:8]2[N:12]([S:13]([C:16]3[CH:21]=[CH:20][C:19]([C:22]([F:25])([F:24])[F:23])=[CH:18][CH:17]=3)(=[O:15])=[O:14])[CH:11]=[C:10]([CH2:26][NH:32][CH3:31])[CH:9]=2)=[CH:4][CH:3]=1. (8) Given the reactants [N:1]1[CH:6]=[CH:5][CH:4]=[C:3]([C:7]2[N:11]3[CH:12]=[CH:13][CH:14]=[CH:15][C:10]3=[N:9][C:8]=2[CH:16]=O)[CH:2]=1.[CH3:18][NH:19][C@@H:20]1[C:29]2[N:28]=[CH:27][CH:26]=[CH:25][C:24]=2[CH2:23][CH2:22][CH2:21]1.CN(CC1N=C2C=CC=CN2C=1C1C=CN=CC=1)[C@@H]1C2N=CC=CC=2CCC1, predict the reaction product. The product is: [CH3:18][N:19]([CH2:16][C:8]1[N:9]=[C:10]2[CH:15]=[CH:14][CH:13]=[CH:12][N:11]2[C:7]=1[C:3]1[CH:2]=[N:1][CH:6]=[CH:5][CH:4]=1)[C@@H:20]1[C:29]2[N:28]=[CH:27][CH:26]=[CH:25][C:24]=2[CH2:23][CH2:22][CH2:21]1.